This data is from Full USPTO retrosynthesis dataset with 1.9M reactions from patents (1976-2016). The task is: Predict the reactants needed to synthesize the given product. (1) Given the product [CH:24]([C:21]1[CH:20]=[CH:19][C:18](/[CH:17]=[CH:16]/[CH2:15][O:1][C:2]2[CH:7]=[C:6]([CH3:8])[C:5]([NH:9][CH:10]=[O:11])=[C:4]([CH3:12])[C:3]=2[CH3:13])=[CH:23][CH:22]=1)([CH3:26])[CH3:25], predict the reactants needed to synthesize it. The reactants are: [OH:1][C:2]1[CH:7]=[C:6]([CH3:8])[C:5]([NH:9][CH:10]=[O:11])=[C:4]([CH3:12])[C:3]=1[CH3:13].Br[CH2:15]/[CH:16]=[CH:17]/[C:18]1[CH:23]=[CH:22][C:21]([CH:24]([CH3:26])[CH3:25])=[CH:20][CH:19]=1. (2) Given the product [CH:18]1([N:7]([CH:1]2[CH2:6][CH2:5][CH2:4][CH2:3][CH2:2]2)[C:8]([NH:10][C:11]2[S:12][CH:13]=[C:14]([CH2:16][N:24]3[CH2:29][CH2:28][O:27][CH2:26][CH2:25]3)[N:15]=2)=[O:9])[CH2:19][CH2:20][CH2:21][CH2:22][CH2:23]1, predict the reactants needed to synthesize it. The reactants are: [CH:1]1([N:7]([CH:18]2[CH2:23][CH2:22][CH2:21][CH2:20][CH2:19]2)[C:8]([NH:10][C:11]2[S:12][CH:13]=[C:14]([CH:16]=O)[N:15]=2)=[O:9])[CH2:6][CH2:5][CH2:4][CH2:3][CH2:2]1.[NH:24]1[CH2:29][CH2:28][O:27][CH2:26][CH2:25]1.C(O[BH-](OC(=O)C)OC(=O)C)(=O)C.[Na+]. (3) Given the product [NH2:2][CH2:3][C@H:4]1[CH2:5][CH2:6][C@H:7]([C:10]([NH:12][C@H:13]([C:37](=[O:50])[NH:38][C:39]2[CH:40]=[CH:41][C:42]([C:45]3[N:46]=[N:47][NH:48][N:49]=3)=[CH:43][CH:44]=2)[CH2:14][C:15]2[CH:16]=[CH:17][C:18]([C:21]3[CH:26]=[CH:25][C:24]([C:27]([NH:29][CH:30]4[CH2:31][CH2:32][NH:33][CH2:34][CH2:35]4)=[O:28])=[CH:23][C:22]=3[CH3:36])=[CH:19][CH:20]=2)=[O:11])[CH2:8][CH2:9]1, predict the reactants needed to synthesize it. The reactants are: Cl.[NH2:2][CH2:3][C@H:4]1[CH2:9][CH2:8][C@H:7]([C:10]([NH:12][C@H:13]([C:37](=[O:50])[NH:38][C:39]2[CH:44]=[CH:43][C:42]([C:45]3[N:46]=[N:47][NH:48][N:49]=3)=[CH:41][CH:40]=2)[CH2:14][C:15]2[CH:20]=[CH:19][C:18]([C:21]3[CH:26]=[CH:25][C:24]([C:27]([NH:29][CH:30]4[CH2:35][CH2:34][NH:33][CH2:32][CH2:31]4)=[O:28])=[CH:23][C:22]=3[CH3:36])=[CH:17][CH:16]=2)=[O:11])[CH2:6][CH2:5]1.